This data is from CYP2C19 inhibition data for predicting drug metabolism from PubChem BioAssay. The task is: Regression/Classification. Given a drug SMILES string, predict its absorption, distribution, metabolism, or excretion properties. Task type varies by dataset: regression for continuous measurements (e.g., permeability, clearance, half-life) or binary classification for categorical outcomes (e.g., BBB penetration, CYP inhibition). Dataset: cyp2c19_veith. The compound is CCOC(=O)C(=Cc1ccc(-c2ccsc2C(=O)OC)o1)C(=O)OCC. The result is 1 (inhibitor).